Dataset: P-glycoprotein inhibition data for predicting drug efflux from Broccatelli et al.. Task: Regression/Classification. Given a drug SMILES string, predict its absorption, distribution, metabolism, or excretion properties. Task type varies by dataset: regression for continuous measurements (e.g., permeability, clearance, half-life) or binary classification for categorical outcomes (e.g., BBB penetration, CYP inhibition). Dataset: pgp_broccatelli. The drug is COc1cccc(COc2ccccc2CCc2ccccc2)c1OC. The result is 1 (inhibitor).